This data is from Cav3 T-type calcium channel HTS with 100,875 compounds. The task is: Binary Classification. Given a drug SMILES string, predict its activity (active/inactive) in a high-throughput screening assay against a specified biological target. (1) The molecule is O=C(N(C\1CCCCC1=C\C(C)C)C)NC(C)C. The result is 0 (inactive). (2) The compound is S(CC(=O)NC1C2CC(C1)CC2)c1oc(nn1)c1occc1. The result is 0 (inactive). (3) The result is 0 (inactive). The molecule is FC(F)(F)c1nc(n2c3c(nc2)cccc3)nc(c1)c1occc1.